This data is from Catalyst prediction with 721,799 reactions and 888 catalyst types from USPTO. The task is: Predict which catalyst facilitates the given reaction. (1) Reactant: C[Al](C)C.[N:5]1[CH:10]=[CH:9][C:8]([CH2:11][NH2:12])=[CH:7][CH:6]=1.[Si]([O:30][CH2:31][C:32]1[C:33]([N:47]2[CH2:52][C@H:51]([CH3:53])[O:50][C@H:49]([CH3:54])[CH2:48]2)=[C:34]([F:46])[C:35]2[O:39][N:38]=[C:37]([C:40](OCC)=[O:41])[C:36]=2[CH:45]=1)(C(C)(C)C)(C1C=CC=CC=1)C1C=CC=CC=1.S([O-])([O-])(=O)=O.[Na+].[Na+].C(O)(=O)C.CCCC[N+](CCCC)(CCCC)CCCC.[F-]. Product: [CH3:54][C@@H:49]1[CH2:48][N:47]([C:33]2[C:32]([CH2:31][OH:30])=[CH:45][C:36]3[C:37]([C:40]([NH:12][CH2:11][C:8]4[CH:9]=[CH:10][N:5]=[CH:6][CH:7]=4)=[O:41])=[N:38][O:39][C:35]=3[C:34]=2[F:46])[CH2:52][C@H:51]([CH3:53])[O:50]1. The catalyst class is: 93. (2) Reactant: C[O:2][C:3](=O)[C:4]1[CH:9]=[CH:8][C:7]([S:10][C:11]2[CH:16]=[CH:15][C:14]([OH:17])=[CH:13][CH:12]=2)=[C:6]([NH2:18])[CH:5]=1.[H-].[Al+3].[Li+].[H-].[H-].[H-].O. Product: [NH2:18][C:6]1[CH:5]=[C:4]([CH2:3][OH:2])[CH:9]=[CH:8][C:7]=1[S:10][C:11]1[CH:16]=[CH:15][C:14]([OH:17])=[CH:13][CH:12]=1. The catalyst class is: 7. (3) Reactant: [Li+].[Cl-].[I:3][C:4]1[N:5]=[C:6]([C@@H:10]2[CH2:14][C@H:13]([CH3:15])[CH2:12][N:11]2[C:16]([O:18][C:19]([CH3:22])([CH3:21])[CH3:20])=[O:17])[NH:7][C:8]=1I.C[Mg]Cl.C([Mg]Cl)(C)C.[NH4+].[Cl-]. Product: [I:3][C:4]1[N:5]=[C:6]([C@@H:10]2[CH2:14][C@H:13]([CH3:15])[CH2:12][N:11]2[C:16]([O:18][C:19]([CH3:20])([CH3:22])[CH3:21])=[O:17])[NH:7][CH:8]=1. The catalyst class is: 20. (4) Reactant: [Cl:1][C:2]1[CH:7]=[C:6]([Cl:8])[N:5]=[CH:4][N:3]=1.[Cl:9][C:10]1[CH:11]=[C:12]([CH:14]=[CH:15][CH:16]=1)[NH2:13].Cl. Product: [ClH:1].[Cl:8][C:6]1[N:5]=[CH:4][N:3]=[C:2]([NH:13][C:12]2[CH:14]=[CH:15][CH:16]=[C:10]([Cl:9])[CH:11]=2)[CH:7]=1. The catalyst class is: 41. (5) Reactant: [F:1][C:2]1[CH:7]=[CH:6][C:5]([CH2:8][C:9](=O)[CH3:10])=[C:4]([N+:12]([O-])=O)[CH:3]=1.C(OCCO)C.[H][H]. Product: [F:1][C:2]1[CH:3]=[C:4]2[C:5]([CH:8]=[C:9]([CH3:10])[NH:12]2)=[CH:6][CH:7]=1. The catalyst class is: 45.